This data is from Forward reaction prediction with 1.9M reactions from USPTO patents (1976-2016). The task is: Predict the product of the given reaction. (1) Given the reactants [Cl:1][C:2]1[CH:3]=[C:4]2[C:9](=[C:10]([Cl:12])[CH:11]=1)[CH2:8][N:7]([CH3:13])[CH2:6][CH:5]2[C:14]1[CH:15]=[C:16]([NH2:20])[CH:17]=[CH:18][CH:19]=1.[Ar].Cl[C:23]([O:25][CH3:26])=[O:24].C(OCl)=O, predict the reaction product. The product is: [ClH:1].[CH3:26][O:25][C:23](=[O:24])[NH:20][C:16]1[CH:17]=[CH:18][CH:19]=[C:14]([CH:5]2[C:4]3[C:9](=[C:10]([Cl:12])[CH:11]=[C:2]([Cl:1])[CH:3]=3)[CH2:8][N:7]([CH3:13])[CH2:6]2)[CH:15]=1. (2) Given the reactants [CH2:1]([O:3][C:4](=[O:22])[CH2:5][CH2:6][NH:7][C:8]1[CH:13]=[CH:12][C:11]([C:14]2([C:18]([O:20][CH3:21])=[O:19])[CH2:17][CH2:16][CH2:15]2)=[CH:10][CH:9]=1)[CH3:2].[Cl-].C(N(CC)CCC[NH+](C)C)#N.[C:35]([CH2:37][C:38](O)=[O:39])#[N:36], predict the reaction product. The product is: [C:35]([CH2:37][C:38]([N:7]([C:8]1[CH:9]=[CH:10][C:11]([C:14]2([C:18]([O:20][CH3:21])=[O:19])[CH2:15][CH2:16][CH2:17]2)=[CH:12][CH:13]=1)[CH2:6][CH2:5][C:4]([O:3][CH2:1][CH3:2])=[O:22])=[O:39])#[N:36]. (3) Given the reactants Cl[CH2:2][C:3]1[CH:8]=[CH:7][C:6]([C:9]2[S:17][C:16]3[C:11](=[N:12][CH:13]=[CH:14][C:15]=3[O:18][C:19]3[CH:24]=[CH:23][C:22]([N+:25]([O-:27])=[O:26])=[CH:21][C:20]=3[F:28])[CH:10]=2)=[CH:5][CH:4]=1.[CH3:29][N:30]([CH3:36])[C@H:31]1[CH2:35][CH2:34][NH:33][CH2:32]1, predict the reaction product. The product is: [F:28][C:20]1[CH:21]=[C:22]([N+:25]([O-:27])=[O:26])[CH:23]=[CH:24][C:19]=1[O:18][C:15]1[CH:14]=[CH:13][N:12]=[C:11]2[CH:10]=[C:9]([C:6]3[CH:5]=[CH:4][C:3]([CH2:2][N:33]4[CH2:34][CH2:35][C@H:31]([N:30]([CH3:36])[CH3:29])[CH2:32]4)=[CH:8][CH:7]=3)[S:17][C:16]=12. (4) Given the reactants [Br:1][C:2]1[C:3](=[O:17])[N:4]([C:9]([C:11]2[CH:16]=[CH:15][CH:14]=[CH:13][CH:12]=2)=[O:10])[C:5](=[O:8])[NH:6][N:7]=1.C(N(CC)CC)C.[CH:25]([CH:27]=[CH2:28])=[O:26], predict the reaction product. The product is: [Br:1][C:2]1[C:3](=[O:17])[N:4]([C:9]([C:11]2[CH:16]=[CH:15][CH:14]=[CH:13][CH:12]=2)=[O:10])[C:5](=[O:8])[N:6]([CH2:28][CH2:27][CH:25]=[O:26])[N:7]=1. (5) Given the reactants C(Cl)(=O)C(Cl)=O.CS(C)=O.[OH:11][CH2:12][C@@H:13]1[C@@H:20]2[C@@H:16]([O:17][C:18](=[O:21])[CH2:19]2)[CH2:15][C@H:14]1[O:22][CH2:23][C:24]1[CH:29]=[CH:28][CH:27]=[CH:26][CH:25]=1.C(N(CC)CC)C, predict the reaction product. The product is: [O:21]=[C:18]1[O:17][C@H:16]2[CH2:15][C@@H:14]([O:22][CH2:23][C:24]3[CH:29]=[CH:28][CH:27]=[CH:26][CH:25]=3)[C@H:13]([CH:12]=[O:11])[C@H:20]2[CH2:19]1.